Dataset: NCI-60 drug combinations with 297,098 pairs across 59 cell lines. Task: Regression. Given two drug SMILES strings and cell line genomic features, predict the synergy score measuring deviation from expected non-interaction effect. (1) Drug 1: CC1=C(C=C(C=C1)NC(=O)C2=CC=C(C=C2)CN3CCN(CC3)C)NC4=NC=CC(=N4)C5=CN=CC=C5. Drug 2: C1=CC=C(C=C1)NC(=O)CCCCCCC(=O)NO. Cell line: NCI-H226. Synergy scores: CSS=-3.57, Synergy_ZIP=0.785, Synergy_Bliss=0.288, Synergy_Loewe=-7.92, Synergy_HSA=-5.19. (2) Drug 1: CCC1(CC2CC(C3=C(CCN(C2)C1)C4=CC=CC=C4N3)(C5=C(C=C6C(=C5)C78CCN9C7C(C=CC9)(C(C(C8N6C)(C(=O)OC)O)OC(=O)C)CC)OC)C(=O)OC)O.OS(=O)(=O)O. Drug 2: C(CC(=O)O)C(=O)CN.Cl. Cell line: HCT-15. Synergy scores: CSS=14.3, Synergy_ZIP=-7.29, Synergy_Bliss=-12.6, Synergy_Loewe=5.62, Synergy_HSA=-5.87.